This data is from Reaction yield outcomes from USPTO patents with 853,638 reactions. The task is: Predict the reaction yield, written as a fraction of the theoretical maximum amount of product (1.0 means a 100% yield; for example, 0.34 means a 34% yield). (1) The reactants are C(N(CC)CC)C.N1(O)C2C=CC=CC=2N=N1.Cl.CN(C)CCCN=C=NCC.[N:30]1[CH:35]=[CH:34][CH:33]=[CH:32][C:31]=1[C:36]([OH:38])=O.[NH2:39][C:40]1[N:45]=[C:44]([NH:46][C:47]2[CH:52]=[CH:51][CH:50]=[C:49]([Cl:53])[C:48]=2[F:54])[N:43]=[C:42]([C:55](=[N:57]O)[NH2:56])[N:41]=1. The catalyst is CN(C=O)C. The product is [Cl:53][C:49]1[C:48]([F:54])=[C:47]([NH:46][C:44]2[N:45]=[C:40]([NH2:39])[N:41]=[C:42]([C:55]3[N:56]=[C:36]([C:31]4[CH:32]=[CH:33][CH:34]=[CH:35][N:30]=4)[O:38][N:57]=3)[N:43]=2)[CH:52]=[CH:51][CH:50]=1. The yield is 0.170. (2) The reactants are Cl[C:2]1[C:11]([CH:12]=[O:13])=[CH:10][C:9]2[C:4](=[CH:5][CH:6]=[C:7]([O:14][CH3:15])[CH:8]=2)[N:3]=1.[CH2:16]([NH2:18])[CH3:17]. The catalyst is C1COCC1. The product is [CH2:16]([NH:18][C:2]1[C:11]([CH:12]=[O:13])=[CH:10][C:9]2[C:4](=[CH:5][CH:6]=[C:7]([O:14][CH3:15])[CH:8]=2)[N:3]=1)[CH3:17]. The yield is 0.760. (3) The reactants are [NH:1]1[C:9]2[C:4](=[CH:5][C:6]([C:10]3([C:13]([O:15]C)=[O:14])[CH2:12][CH2:11]3)=[CH:7][CH:8]=2)[CH:3]=[CH:2]1.[Li+].[OH-].Cl. The catalyst is CO.O. The product is [NH:1]1[C:9]2[C:4](=[CH:5][C:6]([C:10]3([C:13]([OH:15])=[O:14])[CH2:12][CH2:11]3)=[CH:7][CH:8]=2)[CH:3]=[CH:2]1. The yield is 0.870. (4) The reactants are Br[C:2](Br)=[CH:3][CH:4]([CH2:9][CH3:10])[CH2:5][CH2:6][CH2:7][CH3:8].C([Li])CCC.O. The catalyst is C(OCC)C. The product is [CH2:9]([CH:4]([CH2:5][CH2:6][CH2:7][CH3:8])[C:3]#[CH:2])[CH3:10]. The yield is 0.560. (5) The reactants are [CH:1]1([N:7]2[C:11]3[CH:12]=[CH:13][C:14]([C:16](O)=[O:17])=[CH:15][C:10]=3[N:9]=[C:8]2[C:19]2[CH:20]=[C:21]3[C:26](=[CH:27][CH:28]=2)[N:25]=[C:24]([C:29]2[CH:34]=[CH:33][CH:32]=[CH:31][CH:30]=2)[CH:23]=[CH:22]3)[CH2:6][CH2:5][CH2:4][CH2:3][CH2:2]1.[NH:35]1[CH2:42][CH2:41][CH2:40][C@H:36]1[C:37]([OH:39])=[O:38]. No catalyst specified. The product is [CH:1]1([N:7]2[C:11]3[CH:12]=[CH:13][C:14]([C:16]([N:35]4[CH2:42][CH2:41][CH2:40][CH:36]4[C:37]([OH:39])=[O:38])=[O:17])=[CH:15][C:10]=3[N:9]=[C:8]2[C:19]2[CH:20]=[C:21]3[C:26](=[CH:27][CH:28]=2)[N:25]=[C:24]([C:29]2[CH:30]=[CH:31][CH:32]=[CH:33][CH:34]=2)[CH:23]=[CH:22]3)[CH2:6][CH2:5][CH2:4][CH2:3][CH2:2]1. The yield is 0.150.